From a dataset of Forward reaction prediction with 1.9M reactions from USPTO patents (1976-2016). Predict the product of the given reaction. Given the reactants [F:1][C:2]1[C:6]([S:7](=[O:15])(=[O:14])[NH:8][C:9]2([CH3:13])[CH2:12][O:11][CH2:10]2)=[CH:5][N:4]([CH3:16])[C:3]=1[C:17]([O:19]CC)=[O:18].[OH-].[Li+].Cl, predict the reaction product. The product is: [F:1][C:2]1[C:6]([S:7](=[O:15])(=[O:14])[NH:8][C:9]2([CH3:13])[CH2:12][O:11][CH2:10]2)=[CH:5][N:4]([CH3:16])[C:3]=1[C:17]([OH:19])=[O:18].